Dataset: Full USPTO retrosynthesis dataset with 1.9M reactions from patents (1976-2016). Task: Predict the reactants needed to synthesize the given product. (1) Given the product [Cl:13][CH:14]([CH:10]([O:12][CH2:18][CH3:19])[O:11][CH2:5][CH3:6])[C:15](=[O:17])[CH3:16], predict the reactants needed to synthesize it. The reactants are: B(F)(F)F.[CH3:5][CH2:6]OCC.[C:10](=[O:12])=[O:11].[Cl:13][CH2:14][C:15](=[O:17])[CH3:16].[CH3:18][CH2:19]N(C(C)C)C(C)C.C([O-])(O)=O.[Na+]. (2) Given the product [ClH:1].[ClH:26].[Cl:26][C:27]1[CH:32]=[C:31]([C:2]2[CH:11]=[CH:10][C:9]3[C:4](=[C:5]([NH:16][C@H:17]4[CH2:18][CH2:19][C@H:20]([N:23]([CH3:25])[CH3:24])[CH2:21][CH2:22]4)[C:6]([S:12]([CH3:15])(=[O:13])=[O:14])=[CH:7][N:8]=3)[N:3]=2)[CH:30]=[C:29]([Cl:42])[C:28]=1[OH:43], predict the reactants needed to synthesize it. The reactants are: [Cl:1][C:2]1[N:3]=[C:4]2[C:9](=[CH:10][CH:11]=1)[N:8]=[CH:7][C:6]([S:12]([CH3:15])(=[O:14])=[O:13])=[C:5]2[NH:16][C@H:17]1[CH2:22][CH2:21][C@H:20]([N:23]([CH3:25])[CH3:24])[CH2:19][CH2:18]1.[Cl:26][C:27]1[CH:32]=[C:31](B2OC(C)(C)C(C)(C)O2)[CH:30]=[C:29]([Cl:42])[C:28]=1[OH:43].C1(N)C(F)=C(F)C(F)=C(N)C=1F.Cl.Cl.